From a dataset of Reaction yield outcomes from USPTO patents with 853,638 reactions. Predict the reaction yield, written as a fraction of the theoretical maximum amount of product (1.0 means a 100% yield; for example, 0.34 means a 34% yield). The reactants are Br[C:2]1[C:7]([C:8]([F:11])([F:10])[F:9])=[CH:6][C:5]([NH:12][C:13]2[N:17]=[C:16]([NH2:18])[NH:15][N:14]=2)=[CH:4][C:3]=1[Cl:19].CN1C(C)(C)CC(SC2C=CC(B3OC(C)(C)C(C)(C)O3)=CC=2)CC1(C)C.[CH3:47][O:48][C:49]1[CH:54]=[C:53](B2OC(C)(C)C(C)(C)O2)[CH:52]=[CH:51][C:50]=1[S:64]([NH:67][CH:68]1[CH2:73][CH2:72][N:71]([C:74]([O:76][C:77]([CH3:80])([CH3:79])[CH3:78])=[O:75])[CH2:70][CH2:69]1)(=[O:66])=[O:65].C([O-])([O-])=O.[K+].[K+]. The catalyst is O1CCOCC1.COCCOC.C1C=CC([P]([Pd]([P](C2C=CC=CC=2)(C2C=CC=CC=2)C2C=CC=CC=2)([P](C2C=CC=CC=2)(C2C=CC=CC=2)C2C=CC=CC=2)[P](C2C=CC=CC=2)(C2C=CC=CC=2)C2C=CC=CC=2)(C2C=CC=CC=2)C2C=CC=CC=2)=CC=1. The product is [NH2:18][C:16]1[NH:15][N:14]=[C:13]([NH:12][C:5]2[CH:6]=[C:7]([C:8]([F:11])([F:10])[F:9])[C:2]([C:53]3[CH:52]=[CH:51][C:50]([S:64]([NH:67][CH:68]4[CH2:69][CH2:70][N:71]([C:74]([O:76][C:77]([CH3:78])([CH3:79])[CH3:80])=[O:75])[CH2:72][CH2:73]4)(=[O:66])=[O:65])=[C:49]([O:48][CH3:47])[CH:54]=3)=[C:3]([Cl:19])[CH:4]=2)[N:17]=1. The yield is 0.200.